The task is: Predict the reaction yield, written as a fraction of the theoretical maximum amount of product (1.0 means a 100% yield; for example, 0.34 means a 34% yield).. This data is from Reaction yield outcomes from USPTO patents with 853,638 reactions. The reactants are [CH3:1][NH:2][CH2:3][CH2:4][C:5]1[CH:10]=[CH:9][CH:8]=[CH:7][CH:6]=1.CN(C(ON1N=NC2C=CC=NC1=2)=[N+](C)C)C.F[P-](F)(F)(F)(F)F.C(N(C(C)C)C(C)C)C.[C:44]([O:48][C:49](=[O:88])[CH:50]([CH2:73][C:74]1[CH:75]=[N:76][C:77]([NH:80][C:81]([O:83][C:84]([CH3:87])([CH3:86])[CH3:85])=[O:82])=[CH:78][CH:79]=1)[CH:51]([S:63][CH2:64][C:65]1[CH:70]=[CH:69][C:68]([O:71][CH3:72])=[CH:67][CH:66]=1)[CH2:52][CH2:53][C:54]1[CH:55]=[C:56]([CH:60]=[CH:61][CH:62]=1)[C:57]([OH:59])=O)([CH3:47])([CH3:46])[CH3:45]. The catalyst is CN(C=O)C. The product is [C:84]([O:83][C:81]([NH:80][C:77]1[N:76]=[CH:75][C:74]([CH2:73][CH:50]([CH:51]([S:63][CH2:64][C:65]2[CH:66]=[CH:67][C:68]([O:71][CH3:72])=[CH:69][CH:70]=2)[CH2:52][CH2:53][C:54]2[CH:62]=[CH:61][CH:60]=[C:56]([C:57]([N:2]([CH3:1])[CH2:3][CH2:4][C:5]3[CH:10]=[CH:9][CH:8]=[CH:7][CH:6]=3)=[O:59])[CH:55]=2)[C:49]([O:48][C:44]([CH3:46])([CH3:45])[CH3:47])=[O:88])=[CH:79][CH:78]=1)=[O:82])([CH3:85])([CH3:86])[CH3:87]. The yield is 0.814.